Dataset: Reaction yield outcomes from USPTO patents with 853,638 reactions. Task: Predict the reaction yield, written as a fraction of the theoretical maximum amount of product (1.0 means a 100% yield; for example, 0.34 means a 34% yield). The product is [NH2:12][C:13]1[CH:14]=[C:15]([Cl:23])[C:16]([CH:20]([C:5]2[N:4]=[N:3][C:2]([Cl:1])=[C:7]([CH:8]([CH3:10])[CH3:9])[CH:6]=2)[C:21]#[N:22])=[C:17]([Cl:19])[CH:18]=1. The yield is 0.770. The reactants are [Cl:1][C:2]1[N:3]=[N:4][C:5](Cl)=[CH:6][C:7]=1[CH:8]([CH3:10])[CH3:9].[NH2:12][C:13]1[CH:18]=[C:17]([Cl:19])[C:16]([CH2:20][C:21]#[N:22])=[C:15]([Cl:23])[CH:14]=1.CC(C)([O-])C.[K+]. The catalyst is O1CCCC1.C(OCC)(=O)C.